Dataset: Forward reaction prediction with 1.9M reactions from USPTO patents (1976-2016). Task: Predict the product of the given reaction. (1) Given the reactants [CH2:1]([N:8]1[CH2:13][CH2:12][CH:11]([NH:14][C:15](=S)[NH:16][NH:17][C:18](=O)[C:19]2[CH:24]=[C:23]([CH:25]([CH3:27])[CH3:26])[C:22]([O:28][CH2:29][O:30][CH3:31])=[CH:21][C:20]=2[O:32][CH2:33][O:34][CH3:35])[CH2:10][CH2:9]1)[C:2]1[CH:7]=[CH:6][CH:5]=[CH:4][CH:3]=1.[OH-:38].[Na+], predict the reaction product. The product is: [CH2:1]([N:8]1[CH2:13][CH2:12][CH:11]([N:14]2[C:18]([C:19]3[CH:24]=[C:23]([CH:25]([CH3:27])[CH3:26])[C:22]([O:28][CH2:29][O:30][CH3:31])=[CH:21][C:20]=3[O:32][CH2:33][O:34][CH3:35])=[N:17][NH:16][C:15]2=[O:38])[CH2:10][CH2:9]1)[C:2]1[CH:7]=[CH:6][CH:5]=[CH:4][CH:3]=1. (2) Given the reactants Br[C:2]1[C:7]([NH2:8])=[C:6]([Cl:9])[CH:5]=[CH:4][N:3]=1.[CH3:10][O-:11].[Na+], predict the reaction product. The product is: [Cl:9][C:6]1[CH:5]=[CH:4][N:3]=[C:2]([O:11][CH3:10])[C:7]=1[NH2:8]. (3) Given the reactants C([SnH](CCCC)CCCC)CCC.[Cl:14][C:15]1[CH:20]=[C:19]([Cl:21])[CH:18]=[CH:17][C:16]=1[C:22]#[C:23][C:24]1[CH:29]=[CH:28][C:27]([Cl:30])=[CH:26][CH:25]=1.[I:31]I.S([O-])([O-])(=O)=S.[Na+].[Na+].[F-].[K+], predict the reaction product. The product is: [Cl:14][C:15]1[CH:20]=[C:19]([Cl:21])[CH:18]=[CH:17][C:16]=1[C:22]([I:31])=[CH:23][C:24]1[CH:25]=[CH:26][C:27]([Cl:30])=[CH:28][CH:29]=1. (4) Given the reactants [CH2:1](OC(=O)C=CC1C=C(C)C=CC=1)C.CO[C:17]1[C:18](Cl)=[CH:19][C:20]2[CH:21]([CH3:29])[CH:22]3[CH2:26][NH:25][CH2:24][CH:23]3[C:27]=2[CH:28]=1.C(OC(=O)CP(OCC(F)(F)F)(OCC(F)(F)F)=O)C.C1OCCOCCOCCOCCOCCOC1.C1(C)C=CC=C(C=O)C=1, predict the reaction product. The product is: [CH3:1][C:17]1[CH:18]=[CH:19][C:20]2[CH:21]([CH3:29])[CH:22]3[CH2:26][NH:25][CH2:24][CH:23]3[C:27]=2[CH:28]=1.